Predict the reactants needed to synthesize the given product. From a dataset of Full USPTO retrosynthesis dataset with 1.9M reactions from patents (1976-2016). (1) Given the product [C:3]1([C:2]2[NH:10][C:24](=[O:26])[CH:25]=[C:16]([C:17]3[CH:18]=[CH:19][CH:20]=[CH:21][CH:22]=3)[N:9]=2)[CH:8]=[CH:7][CH:6]=[CH:5][CH:4]=1, predict the reactants needed to synthesize it. The reactants are: Cl.[C:2]([NH2:10])(=[NH:9])[C:3]1[CH:8]=[CH:7][CH:6]=[CH:5][CH:4]=1.[OH-].[Na+].C(O[C:16](=O)[C:17]1[CH:22]=[CH:21][CH:20]=[CH:19][CH:18]=1)C.[CH2:24]([OH:26])[CH3:25]. (2) Given the product [NH2:18][C:10]1[CH:11]=[C:12]([CH:16]=[CH:17][C:9]=1[O:8][CH3:7])[C:13]([NH:30][C:29]1[CH:31]=[CH:32][C:33]([F:34])=[C:27]([F:26])[CH:28]=1)=[O:15], predict the reactants needed to synthesize it. The reactants are: C(Cl)(=O)C(Cl)=O.[CH3:7][O:8][C:9]1[CH:17]=[CH:16][C:12]([C:13]([OH:15])=O)=[CH:11][C:10]=1[N+:18]([O-])=O.CN(C=O)C.[F:26][C:27]1[CH:28]=[C:29]([CH:31]=[CH:32][C:33]=1[F:34])[NH2:30]. (3) The reactants are: [Cl:1][C:2]1[CH:10]=[C:9]([I:11])[CH:8]=[CH:7][C:3]=1[C:4](O)=[O:5].O.C(=O)([O-])O.[Na+]. Given the product [Cl:1][C:2]1[CH:10]=[C:9]([I:11])[CH:8]=[CH:7][C:3]=1[CH2:4][OH:5], predict the reactants needed to synthesize it. (4) Given the product [CH2:1]([O:3][C:4](=[O:25])[CH2:5][CH2:6][C:7]1[CH:12]=[CH:11][C:10]([OH:13])=[CH:9][C:8]=1[C:21]([F:23])([F:22])[F:24])[CH3:2], predict the reactants needed to synthesize it. The reactants are: [CH2:1]([O:3][C:4](=[O:25])[CH:5]=[CH:6][C:7]1[CH:12]=[CH:11][C:10]([O:13]CC2C=CC=CC=2)=[CH:9][C:8]=1[C:21]([F:24])([F:23])[F:22])[CH3:2]. (5) The reactants are: [CH:1]([C:3]1[C:11]2[O:12][CH2:13][CH2:14][C:10]=2[CH:9]=[C:5]2[O:6][CH2:7][CH2:8][C:4]=12)=[O:2].[OH-:15].[Na+]. Given the product [O:6]1[CH2:7][CH2:8][C:4]2=[C:3]([C:1]([OH:15])=[O:2])[C:11]3[O:12][CH2:13][CH2:14][C:10]=3[CH:9]=[C:5]12, predict the reactants needed to synthesize it.